From a dataset of Full USPTO retrosynthesis dataset with 1.9M reactions from patents (1976-2016). Predict the reactants needed to synthesize the given product. (1) Given the product [N:31]([CH2:13][C:11]1[N:10]=[C:9]([S:15][CH3:16])[N:8]([C:5]2[CH:6]=[CH:7][C:2]([I:1])=[CH:3][CH:4]=2)[CH:12]=1)=[N+:32]=[N-:33], predict the reactants needed to synthesize it. The reactants are: [I:1][C:2]1[CH:7]=[CH:6][C:5]([N:8]2[CH:12]=[C:11]([CH2:13]O)[N:10]=[C:9]2[S:15][CH3:16])=[CH:4][CH:3]=1.C1(P([N:31]=[N+:32]=[N-:33])(C2C=CC=CC=2)=O)C=CC=CC=1.C1CCN2C(=NCCC2)CC1.O. (2) Given the product [CH2:1]([S:3][C:4]1[CH:11]=[CH:10][C:9]([CH3:12])=[CH:8][C:5]=1[CH2:6][NH2:7])[CH3:2], predict the reactants needed to synthesize it. The reactants are: [CH2:1]([S:3][C:4]1[CH:11]=[CH:10][C:9]([CH3:12])=[CH:8][C:5]=1[C:6]#[N:7])[CH3:2].ClC1C=CC(SCC)=C(C=1)CN.